The task is: Regression. Given two drug SMILES strings and cell line genomic features, predict the synergy score measuring deviation from expected non-interaction effect.. This data is from NCI-60 drug combinations with 297,098 pairs across 59 cell lines. (1) Drug 1: C1=CN(C(=O)N=C1N)C2C(C(C(O2)CO)O)O.Cl. Drug 2: C1C(C(OC1N2C=NC3=C2NC=NCC3O)CO)O. Cell line: CAKI-1. Synergy scores: CSS=24.3, Synergy_ZIP=2.83, Synergy_Bliss=4.78, Synergy_Loewe=-5.37, Synergy_HSA=2.96. (2) Drug 1: CC12CCC3C(C1CCC2O)C(CC4=C3C=CC(=C4)O)CCCCCCCCCS(=O)CCCC(C(F)(F)F)(F)F. Drug 2: CC1=C2C(C(=O)C3(C(CC4C(C3C(C(C2(C)C)(CC1OC(=O)C(C(C5=CC=CC=C5)NC(=O)OC(C)(C)C)O)O)OC(=O)C6=CC=CC=C6)(CO4)OC(=O)C)O)C)O. Cell line: NCI/ADR-RES. Synergy scores: CSS=4.87, Synergy_ZIP=-0.264, Synergy_Bliss=-0.483, Synergy_Loewe=-3.15, Synergy_HSA=-3.12. (3) Drug 1: CC(C1=C(C=CC(=C1Cl)F)Cl)OC2=C(N=CC(=C2)C3=CN(N=C3)C4CCNCC4)N. Drug 2: C1=CC(=CC=C1CCCC(=O)O)N(CCCl)CCCl. Cell line: SK-MEL-5. Synergy scores: CSS=27.1, Synergy_ZIP=-6.89, Synergy_Bliss=-5.72, Synergy_Loewe=-10.4, Synergy_HSA=-10.2. (4) Cell line: SNB-19. Synergy scores: CSS=2.42, Synergy_ZIP=2.67, Synergy_Bliss=5.84, Synergy_Loewe=3.63, Synergy_HSA=3.13. Drug 1: CC1=C(C=C(C=C1)NC2=NC=CC(=N2)N(C)C3=CC4=NN(C(=C4C=C3)C)C)S(=O)(=O)N.Cl. Drug 2: N.N.Cl[Pt+2]Cl. (5) Drug 1: C1CCC(C1)C(CC#N)N2C=C(C=N2)C3=C4C=CNC4=NC=N3. Drug 2: C1=CC(=CC=C1CC(C(=O)O)N)N(CCCl)CCCl.Cl. Cell line: M14. Synergy scores: CSS=-7.98, Synergy_ZIP=4.58, Synergy_Bliss=0.815, Synergy_Loewe=-12.5, Synergy_HSA=-9.40. (6) Drug 2: B(C(CC(C)C)NC(=O)C(CC1=CC=CC=C1)NC(=O)C2=NC=CN=C2)(O)O. Cell line: SK-MEL-2. Drug 1: COCCOC1=C(C=C2C(=C1)C(=NC=N2)NC3=CC=CC(=C3)C#C)OCCOC.Cl. Synergy scores: CSS=74.0, Synergy_ZIP=20.7, Synergy_Bliss=19.0, Synergy_Loewe=-23.9, Synergy_HSA=14.0. (7) Drug 1: C1CN1P(=S)(N2CC2)N3CC3. Drug 2: C1CNP(=O)(OC1)N(CCCl)CCCl. Cell line: HL-60(TB). Synergy scores: CSS=-6.68, Synergy_ZIP=7.68, Synergy_Bliss=7.88, Synergy_Loewe=-61.5, Synergy_HSA=-12.7. (8) Drug 1: CC1C(C(CC(O1)OC2CC(CC3=C2C(=C4C(=C3O)C(=O)C5=C(C4=O)C(=CC=C5)OC)O)(C(=O)C)O)N)O.Cl. Drug 2: CCN(CC)CCNC(=O)C1=C(NC(=C1C)C=C2C3=C(C=CC(=C3)F)NC2=O)C. Cell line: PC-3. Synergy scores: CSS=20.4, Synergy_ZIP=-3.10, Synergy_Bliss=-0.425, Synergy_Loewe=-4.74, Synergy_HSA=-0.792. (9) Drug 2: CCC1(C2=C(COC1=O)C(=O)N3CC4=CC5=C(C=CC(=C5CN(C)C)O)N=C4C3=C2)O.Cl. Cell line: OVCAR-5. Drug 1: CC12CCC(CC1=CCC3C2CCC4(C3CC=C4C5=CN=CC=C5)C)O. Synergy scores: CSS=16.2, Synergy_ZIP=-3.61, Synergy_Bliss=2.09, Synergy_Loewe=-4.69, Synergy_HSA=2.55.